This data is from Reaction yield outcomes from USPTO patents with 853,638 reactions. The task is: Predict the reaction yield, written as a fraction of the theoretical maximum amount of product (1.0 means a 100% yield; for example, 0.34 means a 34% yield). (1) The reactants are [C:1]([CH2:14][C:15]([CH2:18][CH2:19]I)([F:17])[F:16])([C:4]([C:7]([C:10]([F:13])([F:12])[F:11])([F:9])[F:8])([F:6])[F:5])([F:3])[F:2].S(=O)(=O)(O)[OH:22]. No catalyst specified. The product is [C:1]([CH2:14][C:15]([CH2:18][CH2:19][OH:22])([F:17])[F:16])([C:4]([C:7]([C:10]([F:13])([F:12])[F:11])([F:9])[F:8])([F:6])[F:5])([F:3])[F:2]. The yield is 0.596. (2) The reactants are [O:1]=[C:2]1[CH2:7][C:6](=[O:8])[CH2:5][N:4]([C:9]([O:11][C:12]([CH3:15])([CH3:14])[CH3:13])=[O:10])[CH2:3]1.O(C(OC(C)(C)C)=O)C(OC(C)(C)C)=O.CO[CH:33](OC)[N:34]([CH3:36])[CH3:35]. No catalyst specified. The product is [CH3:33][N:34]([CH:36]=[C:7]1[C:6](=[O:8])[CH2:5][N:4]([C:9]([O:11][C:12]([CH3:15])([CH3:14])[CH3:13])=[O:10])[CH2:3][C:2]1=[O:1])[CH3:35]. The yield is 0.990. (3) The reactants are [N:1]1[C:2]([C:10]([O:12][CH2:13][CH3:14])=[O:11])=[CH:3][N:4]2[CH:9]=[CH:8][CH:7]=[CH:6][C:5]=12.Cl[CH2:16][C:17]1[CH:22]=[C:21]([CH3:23])[CH:20]=[CH:19][C:18]=1[CH3:24].C(O)(=O)C(C)(C)C.C(=O)([O-])[O-].[Cs+].[Cs+]. The catalyst is C1(C)C=CC=CC=1.C([O-])(=O)C(C)(C)C.[Pd+2].C([O-])(=O)C(C)(C)C.C1(P(C2C=CC=CC=2)C2C=CC=CC=2C2C=CC=CC=2N(C)C)C=CC=CC=1. The product is [CH3:24][C:18]1[CH:19]=[CH:20][C:21]([CH3:23])=[CH:22][C:17]=1[CH2:16][C:3]1[N:4]2[CH:9]=[CH:8][CH:7]=[CH:6][C:5]2=[N:1][C:2]=1[C:10]([O:12][CH2:13][CH3:14])=[O:11]. The yield is 0.550.